From a dataset of Full USPTO retrosynthesis dataset with 1.9M reactions from patents (1976-2016). Predict the reactants needed to synthesize the given product. (1) Given the product [C:37]([C:40]1[CH:41]=[C:42]([C:14]2[C:13]3[C:8](=[CH:9][CH:10]=[CH:11][C:12]=3[C:16]3[CH:21]=[CH:20][CH:19]=[CH:18][CH:17]=3)[N:7]([CH2:30][C:29]3[CH:32]=[CH:33][CH:34]=[C:27]([C:26]([F:36])([F:35])[F:25])[CH:28]=3)[C:6]=2[C:4]([OH:3])=[O:5])[CH:43]=[CH:44][CH:45]=1)([OH:39])=[O:38], predict the reactants needed to synthesize it. The reactants are: C([O:3][C:4]([C:6]1[NH:7][C:8]2[C:13]([CH:14]=1)=[C:12](Br)[CH:11]=[CH:10][CH:9]=2)=[O:5])C.[C:16]1(B(O)O)[CH:21]=[CH:20][CH:19]=[CH:18][CH:17]=1.[F:25][C:26]([F:36])([F:35])[C:27]1[CH:28]=[C:29]([CH:32]=[CH:33][CH:34]=1)[CH2:30]Br.[C:37]([C:40]1[CH:41]=[C:42](B(O)O)[CH:43]=[CH:44][CH:45]=1)([OH:39])=[O:38]. (2) Given the product [Cl:1][C:2]1[CH:3]=[N:4][C:5]([CH2:13][O:14][C:20]2[CH:19]=[CH:18][CH:17]=[C:16]([F:15])[CH:21]=2)=[C:6]([CH:12]=1)[C:7]([O:9][CH2:10][CH3:11])=[O:8], predict the reactants needed to synthesize it. The reactants are: [Cl:1][C:2]1[CH:3]=[N:4][C:5]([CH2:13][OH:14])=[C:6]([CH:12]=1)[C:7]([O:9][CH2:10][CH3:11])=[O:8].[F:15][C:16]1[CH:17]=[C:18](O)[CH:19]=[CH:20][CH:21]=1.C1(P(C2C=CC=CC=2)C2C=CC=CC=2)C=CC=CC=1.CCOC(/N=N/C(OCC)=O)=O.C1(C)C=CC=CC=1. (3) The reactants are: [CH:1]1[C:10]2[C:5](=[CH:6][CH:7]=[CH:8][CH:9]=2)[CH:4]=[CH:3][C:2]=1[N:11]1[C:18](=O)[C@H:17]2[NH:20][C:21](=O)[C@@H:12]1[CH2:13][CH:14]=[CH:15][CH2:16]2.C1COCC1.C(OCC)C. Given the product [CH:1]1[C:10]2[C:5](=[CH:6][CH:7]=[CH:8][CH:9]=2)[CH:4]=[CH:3][C:2]=1[N:11]1[CH2:18][C@H:17]2[NH:20][CH2:21][C@@H:12]1[CH2:13][CH:14]=[CH:15][CH2:16]2, predict the reactants needed to synthesize it. (4) Given the product [NH2:1][C:2]1[CH:3]=[C:4]([CH:20]=[CH:21][CH:22]=1)[CH2:5][C:7]1[C:12](=[O:13])[CH:11]=[CH:10][N:9]([C:14]2[CH:15]=[N:16][N:17]([CH3:19])[CH:18]=2)[N:8]=1, predict the reactants needed to synthesize it. The reactants are: [NH2:1][C:2]1[CH:3]=[C:4]([CH:20]=[CH:21][CH:22]=1)[C:5]([C:7]1[C:12](=[O:13])[CH:11]=[CH:10][N:9]([C:14]2[CH:15]=[N:16][N:17]([CH3:19])[CH:18]=2)[N:8]=1)=O. (5) The reactants are: [CH:1]([C:3]1[CH:12]=[CH:11][C:6]2[C:7](=[O:10])[O:8][CH2:9][C:5]=2[C:4]=1[CH3:13])=[CH2:2].ClC1C=CC=C(C(OO)=[O:22])C=1. Given the product [CH3:13][C:4]1[C:5]2[CH2:9][O:8][C:7](=[O:10])[C:6]=2[CH:11]=[CH:12][C:3]=1[CH:1]1[CH2:2][O:22]1, predict the reactants needed to synthesize it.